Dataset: Forward reaction prediction with 1.9M reactions from USPTO patents (1976-2016). Task: Predict the product of the given reaction. (1) Given the reactants Br[C:2]1[CH:7]=[CH:6][CH:5]=[C:4]([C:8]#[C:9][CH3:10])[CH:3]=1.BrC1C=C(OCC)C=CC=1.[OH:21][CH2:22][C:23]1[CH:28]=[CH:27][C:26](B(O)O)=[CH:25][CH:24]=1.C(=O)([O-])[O-].[Na+].[Na+], predict the reaction product. The product is: [C:8]([C:4]1[CH:3]=[C:2]([C:26]2[CH:27]=[CH:28][C:23]([CH2:22][OH:21])=[CH:24][CH:25]=2)[CH:7]=[CH:6][CH:5]=1)#[C:9][CH3:10]. (2) The product is: [Br:24][C:25]1[CH:30]=[CH:29][C:28]([S:31]([N:7]2[C:8]3[CH:14]=[CH:13][CH:12]=[CH:11][C:9]=3[CH2:10][N:4]3[CH:3]=[CH:2][CH:1]=[C:5]3[CH2:6]2)(=[O:33])=[O:32])=[CH:27][CH:26]=1. Given the reactants [CH:1]1[CH:2]=[CH:3][N:4]2[CH2:10][C:9]3[CH:11]=[CH:12][CH:13]=[CH:14][C:8]=3[NH:7][CH2:6][C:5]=12.C(N(CC)C(C)C)(C)C.[Br:24][C:25]1[CH:30]=[CH:29][C:28]([S:31](Cl)(=[O:33])=[O:32])=[CH:27][CH:26]=1, predict the reaction product. (3) Given the reactants Cl[C:2]1[CH:7]=[C:6]([N:8]2[C@H:13]([CH3:14])[CH2:12][O:11][C@H:10]([CH3:15])[CH2:9]2)[N:5]=[C:4]([NH:16][CH3:17])[N:3]=1.[F:18][C:19]1[CH:26]=[C:25](B2OC(C)(C)C(C)(C)O2)[CH:24]=[CH:23][C:20]=1[C:21]#[N:22].C([O-])([O-])=O.[Na+].[Na+], predict the reaction product. The product is: [CH3:15][C@H:10]1[O:11][CH2:12][C@@H:13]([CH3:14])[N:8]([C:6]2[N:5]=[C:4]([NH:16][CH3:17])[N:3]=[C:2]([C:25]3[CH:24]=[CH:23][C:20]([C:21]#[N:22])=[C:19]([F:18])[CH:26]=3)[CH:7]=2)[CH2:9]1. (4) Given the reactants Br[C:2]1[C:7]([F:8])=[CH:6][C:5]([O:9][CH2:10][CH2:11][O:12][CH3:13])=[CH:4][C:3]=1[F:14].[NH:15]1[CH2:20][CH2:19][NH:18][CH2:17][CH2:16]1.CC([O-])(C)C.[Na+].C1(P(C2C=CC=CC=2)C2C=CC3C(=CC=CC=3)C=2C2C3C(=CC=CC=3)C=CC=2P(C2C=CC=CC=2)C2C=CC=CC=2)C=CC=CC=1, predict the reaction product. The product is: [F:14][C:3]1[CH:4]=[C:5]([O:9][CH2:10][CH2:11][O:12][CH3:13])[CH:6]=[C:7]([F:8])[C:2]=1[N:15]1[CH2:20][CH2:19][NH:18][CH2:17][CH2:16]1. (5) Given the reactants [CH3:1][N:2]1[CH:6]=[C:5]([C:7](O)=O)[N:4]=[CH:3]1.C(Cl)CCl.C1C=CC2N(O)N=NC=2C=1.[NH:24]([C:26]1[N:35]=[CH:34][CH:33]=[C:32]2[C:27]=1[CH:28]=[C:29]([C:58]1[CH:63]=[CH:62][CH:61]=[CH:60][CH:59]=1)[C:30]([C:36]1[CH:41]=[CH:40][C:39]([C:42]3([NH:50][C:51](=[O:57])[O:52][C:53]([CH3:56])([CH3:55])[CH3:54])[CH2:45][C:44]4([O:49][CH2:48][CH2:47][O:46]4)[CH2:43]3)=[CH:38][CH:37]=1)=[N:31]2)[NH2:25].C(O)(=O)C, predict the reaction product. The product is: [C:53]([O:52][C:51](=[O:57])[NH:50][C:42]1([C:39]2[CH:38]=[CH:37][C:36]([C:30]3[C:29]([C:58]4[CH:59]=[CH:60][CH:61]=[CH:62][CH:63]=4)=[CH:28][C:27]4[C:26]5=[N:24][N:25]=[C:7]([C:5]6[N:4]=[CH:3][N:2]([CH3:1])[CH:6]=6)[N:35]5[CH:34]=[CH:33][C:32]=4[N:31]=3)=[CH:41][CH:40]=2)[CH2:45][C:44]2([O:46][CH2:47][CH2:48][O:49]2)[CH2:43]1)([CH3:56])([CH3:54])[CH3:55]. (6) Given the reactants Br[C:2]1[N:7]=[C:6]([C:8]([OH:10])=[O:9])[CH:5]=[CH:4][CH:3]=1.[O:11]1[CH2:16][CH:15]=[C:14](B2OC(C)(C)C(C)(C)O2)[CH2:13][CH2:12]1.C(=O)([O-])[O-].[K+].[K+], predict the reaction product. The product is: [O:11]1[CH2:12][CH:13]=[C:14]([C:2]2[N:7]=[C:6]([C:8]([OH:10])=[O:9])[CH:5]=[CH:4][CH:3]=2)[CH2:15][CH2:16]1.